Task: Predict the product of the given reaction.. Dataset: Forward reaction prediction with 1.9M reactions from USPTO patents (1976-2016) (1) Given the reactants Cl[C:2]1[CH:7]=[C:6]([C:8]2[CH2:13][CH2:12][CH2:11][CH:10]([CH3:14])[CH:9]=2)[CH:5]=[CH:4][N:3]=1.[NH2:15][C:16]1[N:21]=[C:20]([C:22]2[S:26][C:25]([C:27]3([OH:41])[CH2:36][CH2:35][CH2:34][C:33]4[CH:32]=[C:31]([C:37]([O:39][CH3:40])=[O:38])[CH:30]=[CH:29][C:28]3=4)=[N:24][CH:23]=2)[CH:19]=[C:18]([CH3:42])[CH:17]=1.CC1(C)C2C(=C(P(C3C=CC=CC=3)C3C=CC=CC=3)C=CC=2)OC2C(P(C3C=CC=CC=3)C3C=CC=CC=3)=CC=CC1=2.C(=O)([O-])[O-].[Cs+].[Cs+], predict the reaction product. The product is: [OH:41][C@:27]1([C:25]2[S:26][C:22]([C:20]3[CH:19]=[C:18]([CH3:42])[CH:17]=[C:16]([NH:15][C:2]4[CH:7]=[C:6]([C:8]5[CH2:13][CH2:12][CH2:11][CH:10]([CH3:14])[CH:9]=5)[CH:5]=[CH:4][N:3]=4)[N:21]=3)=[CH:23][N:24]=2)[CH2:36][CH2:35][CH2:34][C:33]2[CH:32]=[C:31]([C:37]([O:39][CH3:40])=[O:38])[CH:30]=[CH:29][C:28]1=2. (2) Given the reactants Br[CH2:2][C:3]1[CH:8]=[CH:7][C:6]([F:9])=[C:5]([Cl:10])[CH:4]=1.C[Si]([C:15]#[N:16])(C)C.CCCC[N+](CCCC)(CCCC)CCCC.[F-], predict the reaction product. The product is: [Cl:10][C:5]1[CH:4]=[C:3]([CH2:2][C:15]#[N:16])[CH:8]=[CH:7][C:6]=1[F:9]. (3) Given the reactants [CH2:1]=[C:2]1[CH2:5][CH:4]([C:6]([OH:8])=O)[CH2:3]1.[C:9](Cl)(=[O:13])C(Cl)=O.[CH3:15][N:16](C)C=O.C(N(CC)CC)C, predict the reaction product. The product is: [CH3:9][O:13][N:16]([CH3:15])[C:6]([CH:4]1[CH2:5][C:2](=[CH2:1])[CH2:3]1)=[O:8]. (4) Given the reactants [CH3:1][C:2]1[CH:3]=[CH:4][C:5]([C:8]([O:10][CH3:11])=[O:9])=[N:6][CH:7]=1.[Br:12]N1C(=O)CCC1=O.C(OOC(=O)C1C=CC=CC=1)(=O)C1C=CC=CC=1, predict the reaction product. The product is: [Br:12][CH2:1][C:2]1[CH:3]=[CH:4][C:5]([C:8]([O:10][CH3:11])=[O:9])=[N:6][CH:7]=1. (5) The product is: [C:1]1([C:7]2[CH:8]=[C:9]([C:16]([NH2:20])=[O:18])[C:10]3[CH:11]=[N:12][NH:13][C:14]=3[CH:15]=2)[CH:6]=[CH:5][CH:4]=[CH:3][CH:2]=1. Given the reactants [C:1]1([C:7]2[CH:8]=[C:9]([C:16]([O:18]C)=O)[C:10]3[CH:11]=[N:12][NH:13][C:14]=3[CH:15]=2)[CH:6]=[CH:5][CH:4]=[CH:3][CH:2]=1.[NH3:20], predict the reaction product. (6) Given the reactants [C:1]([C:4]1[C:5]([NH:13][C:14]([C:16]2[C:20]3[CH:21]=[CH:22][CH:23]=[CH:24][C:19]=3[O:18][CH:17]=2)=O)=[CH:6][C:7]2[O:11][CH2:10][O:9][C:8]=2[CH:12]=1)(=[O:3])[CH3:2].[OH-].[Na+], predict the reaction product. The product is: [O:18]1[CH:17]=[C:16]([C:14]2[CH2:2][C:1](=[O:3])[C:4]3[C:5](=[CH:6][C:7]4[O:11][CH2:10][O:9][C:8]=4[CH:12]=3)[N:13]=2)[C:20]2[CH:21]=[CH:22][CH:23]=[CH:24][C:19]1=2. (7) Given the reactants [Cl:1][C:2]1[N:10]=[C:9]2[C:5]([N:6]([CH2:11][C@H:12]3[CH2:17][CH2:16][C@H:15]([CH2:18]I)[CH2:14][CH2:13]3)[CH:7]=[N:8]2)=[C:4]([NH:20][C@@H:21]([CH:23]2[CH2:26][CH2:25][CH2:24]2)[CH3:22])[N:3]=1.CC(C)([O-])C.[K+], predict the reaction product. The product is: [Cl:1][C:2]1[N:10]=[C:9]2[C:5]([N:6]([CH2:11][CH:12]3[CH2:13][CH2:14][C:15](=[CH2:18])[CH2:16][CH2:17]3)[CH:7]=[N:8]2)=[C:4]([NH:20][C@@H:21]([CH:23]2[CH2:24][CH2:25][CH2:26]2)[CH3:22])[N:3]=1. (8) Given the reactants FC(F)(F)S(O[C:7]1[CH2:16][CH2:15][C:14]2[C:9](=[CH:10][CH:11]=[C:12]([C@H:17]3[CH2:26][CH2:25][C@@:19]4([NH:23][C:22](=[O:24])[O:21][CH2:20]4)[CH2:18]3)[CH:13]=2)[CH:8]=1)(=O)=O.[C:29]1(P([C:29]2[CH:34]=[CH:33][CH:32]=[CH:31][CH:30]=2)[C:29]2[CH:34]=[CH:33][CH:32]=[CH:31][CH:30]=2)[CH:34]=[CH:33][CH:32]=[CH:31][CH:30]=1.C1([Mg]Br)C=CC=CC=1, predict the reaction product. The product is: [C:29]1([C:7]2[CH2:16][CH2:15][C:14]3[CH:13]=[C:12]([C@H:17]4[CH2:26][CH2:25][C@@:19]5([NH:23][C:22](=[O:24])[O:21][CH2:20]5)[CH2:18]4)[CH:11]=[CH:10][C:9]=3[CH:8]=2)[CH:34]=[CH:33][CH:32]=[CH:31][CH:30]=1.